Dataset: NCI-60 drug combinations with 297,098 pairs across 59 cell lines. Task: Regression. Given two drug SMILES strings and cell line genomic features, predict the synergy score measuring deviation from expected non-interaction effect. (1) Drug 1: C1=CC(=CC=C1CC(C(=O)O)N)N(CCCl)CCCl.Cl. Drug 2: C#CCC(CC1=CN=C2C(=N1)C(=NC(=N2)N)N)C3=CC=C(C=C3)C(=O)NC(CCC(=O)O)C(=O)O. Cell line: TK-10. Synergy scores: CSS=-1.65, Synergy_ZIP=-0.462, Synergy_Bliss=-0.881, Synergy_Loewe=-4.52, Synergy_HSA=-4.56. (2) Drug 1: CN1CCC(CC1)COC2=C(C=C3C(=C2)N=CN=C3NC4=C(C=C(C=C4)Br)F)OC. Drug 2: C1=CC(=CC=C1CCCC(=O)O)N(CCCl)CCCl. Cell line: MOLT-4. Synergy scores: CSS=58.6, Synergy_ZIP=1.84, Synergy_Bliss=3.49, Synergy_Loewe=2.63, Synergy_HSA=4.41. (3) Drug 1: CCC1(CC2CC(C3=C(CCN(C2)C1)C4=CC=CC=C4N3)(C5=C(C=C6C(=C5)C78CCN9C7C(C=CC9)(C(C(C8N6C=O)(C(=O)OC)O)OC(=O)C)CC)OC)C(=O)OC)O.OS(=O)(=O)O. Drug 2: CC1=C(C(=CC=C1)Cl)NC(=O)C2=CN=C(S2)NC3=CC(=NC(=N3)C)N4CCN(CC4)CCO. Cell line: SK-MEL-28. Synergy scores: CSS=9.36, Synergy_ZIP=3.40, Synergy_Bliss=3.46, Synergy_Loewe=-5.22, Synergy_HSA=1.09. (4) Drug 1: CC(C1=C(C=CC(=C1Cl)F)Cl)OC2=C(N=CC(=C2)C3=CN(N=C3)C4CCNCC4)N. Drug 2: CS(=O)(=O)C1=CC(=C(C=C1)C(=O)NC2=CC(=C(C=C2)Cl)C3=CC=CC=N3)Cl. Cell line: NCIH23. Synergy scores: CSS=0.954, Synergy_ZIP=-4.97, Synergy_Bliss=-4.58, Synergy_Loewe=-12.9, Synergy_HSA=-5.24. (5) Drug 1: C1=CC(=CC=C1CCCC(=O)O)N(CCCl)CCCl. Drug 2: C1CN(CCN1C(=O)CCBr)C(=O)CCBr. Cell line: SR. Synergy scores: CSS=83.2, Synergy_ZIP=3.30, Synergy_Bliss=2.17, Synergy_Loewe=1.20, Synergy_HSA=5.09. (6) Drug 1: CC1=CC2C(CCC3(C2CCC3(C(=O)C)OC(=O)C)C)C4(C1=CC(=O)CC4)C. Drug 2: CC=C1C(=O)NC(C(=O)OC2CC(=O)NC(C(=O)NC(CSSCCC=C2)C(=O)N1)C(C)C)C(C)C. Cell line: MDA-MB-231. Synergy scores: CSS=43.4, Synergy_ZIP=11.4, Synergy_Bliss=8.61, Synergy_Loewe=-53.6, Synergy_HSA=1.15. (7) Drug 1: C1=C(C(=O)NC(=O)N1)N(CCCl)CCCl. Drug 2: CCC(=C(C1=CC=CC=C1)C2=CC=C(C=C2)OCCN(C)C)C3=CC=CC=C3.C(C(=O)O)C(CC(=O)O)(C(=O)O)O. Cell line: SK-MEL-2. Synergy scores: CSS=0.250, Synergy_ZIP=-2.69, Synergy_Bliss=2.13, Synergy_Loewe=-0.669, Synergy_HSA=-0.564. (8) Drug 2: CC12CCC3C(C1CCC2O)C(CC4=C3C=CC(=C4)O)CCCCCCCCCS(=O)CCCC(C(F)(F)F)(F)F. Cell line: EKVX. Drug 1: CCN(CC)CCNC(=O)C1=C(NC(=C1C)C=C2C3=C(C=CC(=C3)F)NC2=O)C. Synergy scores: CSS=-0.193, Synergy_ZIP=0.0893, Synergy_Bliss=-1.15, Synergy_Loewe=-5.01, Synergy_HSA=-3.09. (9) Drug 2: C(=O)(N)NO. Synergy scores: CSS=-2.58, Synergy_ZIP=0.487, Synergy_Bliss=-1.43, Synergy_Loewe=-6.30, Synergy_HSA=-4.81. Cell line: KM12. Drug 1: CC1=C(C(=CC=C1)Cl)NC(=O)C2=CN=C(S2)NC3=CC(=NC(=N3)C)N4CCN(CC4)CCO. (10) Drug 1: CCC1(CC2CC(C3=C(CCN(C2)C1)C4=CC=CC=C4N3)(C5=C(C=C6C(=C5)C78CCN9C7C(C=CC9)(C(C(C8N6C=O)(C(=O)OC)O)OC(=O)C)CC)OC)C(=O)OC)O.OS(=O)(=O)O. Drug 2: C1=NC2=C(N1)C(=S)N=CN2. Cell line: NCI-H522. Synergy scores: CSS=54.9, Synergy_ZIP=-4.47, Synergy_Bliss=-2.58, Synergy_Loewe=-1.18, Synergy_HSA=0.812.